This data is from Forward reaction prediction with 1.9M reactions from USPTO patents (1976-2016). The task is: Predict the product of the given reaction. (1) The product is: [F:37][C:38]1[CH:48]=[CH:47][C:46]([F:49])=[C:40]2[C:39]=1[C:44](=[O:43])[N:24]([CH2:25][CH:26]([C:31]1([CH3:36])[O:32][CH2:33][CH2:34][O:35]1)[C:27]([O:29][CH3:30])=[O:28])[C:41]2=[O:42]. Given the reactants O=C1C2CCCCC=2C(=O)N1CC(C1(C)OCCO1)C(OC)=O.[NH2:24][CH2:25][CH:26]([C:31]1([CH3:36])[O:35][CH2:34][CH2:33][O:32]1)[C:27]([O:29][CH3:30])=[O:28].[F:37][C:38]1[CH:48]=[CH:47][C:46]([F:49])=[C:40]2[C:41]([O:43][C:44](=O)[C:39]=12)=[O:42], predict the reaction product. (2) Given the reactants [CH2:1]([O:3][C:4]([C:6]1[C:11](=[O:12])[NH:10][C:9]2[S:13][CH:14]=[CH:15][C:8]=2[C:7]=1Cl)=[O:5])[CH3:2].[C:17]([O:21][C:22]([N:24]1[CH2:29][CH2:28][NH:27][CH2:26][CH2:25]1)=[O:23])([CH3:20])([CH3:19])[CH3:18], predict the reaction product. The product is: [CH2:1]([O:3][C:4]([C:6]1[C:11](=[O:12])[NH:10][C:9]2[S:13][CH:14]=[CH:15][C:8]=2[C:7]=1[N:27]1[CH2:26][CH2:25][N:24]([C:22]([O:21][C:17]([CH3:20])([CH3:19])[CH3:18])=[O:23])[CH2:29][CH2:28]1)=[O:5])[CH3:2]. (3) The product is: [NH2:11][C:9]1[N:8]=[CH:7][N:6]=[C:5]2[N:4]([CH:12]([C:14]3[C:15]([CH3:29])=[C:16]4[N:21]([C:22]=3[C:23]3[CH:28]=[CH:27][CH:26]=[CH:25][N:24]=3)[CH:20]=[CH:19][CH:18]=[CH:17]4)[CH3:13])[N:3]=[C:2]([C:33]3[CH:34]=[C:35]([OH:37])[CH:36]=[C:31]([F:30])[CH:32]=3)[C:10]=12. Given the reactants I[C:2]1[C:10]2[C:5](=[N:6][CH:7]=[N:8][C:9]=2[NH2:11])[N:4]([CH:12]([C:14]2[C:15]([CH3:29])=[C:16]3[N:21]([C:22]=2[C:23]2[CH:28]=[CH:27][CH:26]=[CH:25][N:24]=2)[CH:20]=[CH:19][CH:18]=[CH:17]3)[CH3:13])[N:3]=1.[F:30][C:31]1[CH:32]=[C:33](B(O)O)[CH:34]=[C:35]([OH:37])[CH:36]=1.CCO.C([O-])([O-])=O.[Na+].[Na+], predict the reaction product. (4) Given the reactants [CH3:1][NH:2][C:3]([N:5]1[C:13]2[C:8](=[CH:9][C:10]([O:14][C:15]3[N:20]=[CH:19][N:18]=[C:17]([NH:21][C:22](=O)[O:23]C4C=CC=CC=4)[CH:16]=3)=[CH:11][CH:12]=2)[CH:7]=[CH:6]1)=[O:4].[CH2:31]([N:33]([CH2:38][CH3:39])[CH2:34][CH2:35][CH2:36][NH2:37])[CH3:32].C[N:41](C)C=O, predict the reaction product. The product is: [CH3:1][NH:2][C:3]([N:5]1[C:13]2[C:8](=[CH:9][C:10]([O:14][C:15]3[CH:16]=[C:17]([NH:21][C:22]([NH:41][NH:37][CH2:36][CH2:35][CH2:34][N:33]([CH2:38][CH3:39])[CH2:31][CH3:32])=[O:23])[N:18]=[CH:19][N:20]=3)=[CH:11][CH:12]=2)[CH:7]=[CH:6]1)=[O:4]. (5) Given the reactants [CH3:1][C:2]1[C:7]([CH3:8])=[C:6]([C@@H:9]([C:11]2[N:15]=[CH:14][NH:13][CH:12]=2)[CH3:10])[CH:5]=[CH:4][CH:3]=1.Cl.C(N(CCO)CCO)CO, predict the reaction product. The product is: [CH3:1][C:2]1[C:7]([CH3:8])=[C:6]([C@@H:9]([C:11]2[N:15]=[CH:14][NH:13][CH:12]=2)[CH3:10])[CH:5]=[CH:4][CH:3]=1. (6) Given the reactants O1[CH2:12][CH:2]1[CH2:3][S:4][CH2:5][CH2:6][S:7][CH2:8][CH:9]1OC1.N[C:14](N)=[S:15].C(OC(=O)C)(=O)C.[S:24](=O)(=O)(O)O, predict the reaction product. The product is: [S:15]1[CH2:14][CH:9]1[CH2:8][S:7][CH2:6][CH2:5][S:4][CH2:3][CH:2]1[S:24][CH2:12]1.